This data is from Experimentally validated miRNA-target interactions with 360,000+ pairs, plus equal number of negative samples. The task is: Binary Classification. Given a miRNA mature sequence and a target amino acid sequence, predict their likelihood of interaction. Result: 0 (no interaction). The miRNA is hsa-miR-328-3p with sequence CUGGCCCUCUCUGCCCUUCCGU. The protein sequence of the target gene is MGVLTFRDVAVEFSPEEWECLDSAQQRLYRDVMLENYGNLVSLGLAIFKPDLMTCLEQRKEPWKVKRQEAVAKHPAGSFHFTAEILPDHDIKDSFQKVILRKYGSCDLNNLHLKKDYQSVGNCKGQKSSYNGLHQCLSATHSKTCQCNKCGRGFQLCSIFTEHKDIFSREKCHKCEECGKDCRLFSDFTRHKKIHTVERCYKCEECGKAFKKFSNLTEHKRVHTGEKPYKCEGCGKTFTCSSTLVKHKRNHTGDRPYKCEECGKAFKCFSDLTNHKRIHTGEKPYKCEECNKAYRWFSDL....